The task is: Regression. Given a peptide amino acid sequence and an MHC pseudo amino acid sequence, predict their binding affinity value. This is MHC class II binding data.. This data is from Peptide-MHC class II binding affinity with 134,281 pairs from IEDB. (1) The peptide sequence is DTGCAIDISRQELRCGSGV. The MHC is DRB1_0101 with pseudo-sequence DRB1_0101. The binding affinity (normalized) is 0.207. (2) The peptide sequence is RDLEVVAATPTSLLI. The MHC is HLA-DPA10103-DPB10301 with pseudo-sequence HLA-DPA10103-DPB10301. The binding affinity (normalized) is 0.412. (3) The peptide sequence is RTKGTMRASALILIE. The MHC is HLA-DQA10501-DQB10302 with pseudo-sequence HLA-DQA10501-DQB10302. The binding affinity (normalized) is 0.524. (4) The peptide sequence is DDMAAQPFFDPSASF. The MHC is HLA-DQA10501-DQB10301 with pseudo-sequence HLA-DQA10501-DQB10301. The binding affinity (normalized) is 0.275. (5) The peptide sequence is ALSAEYAAVAQELSV. The MHC is DRB1_0901 with pseudo-sequence DRB1_0901. The binding affinity (normalized) is 0.846. (6) The peptide sequence is YRKGLGNFVQTDRKS. The MHC is DRB1_0301 with pseudo-sequence DRB1_0301. The binding affinity (normalized) is 0.636. (7) The peptide sequence is ILSEGNSFTAPNESY. The MHC is DRB1_0301 with pseudo-sequence DRB1_0301. The binding affinity (normalized) is 0.0928.